This data is from Reaction yield outcomes from USPTO patents with 853,638 reactions. The task is: Predict the reaction yield, written as a fraction of the theoretical maximum amount of product (1.0 means a 100% yield; for example, 0.34 means a 34% yield). (1) The catalyst is C(O)(=O)C. The product is [CH2:1]([O:3][C:4](=[O:26])[C@@H:5]([CH2:12][C:13]1[CH:18]=[C:17]([Br:32])[C:16]([NH2:19])=[C:15]([CH3:20])[C:14]=1[CH2:21][O:22][C:23](=[O:25])[CH3:24])[CH2:6][C:7]([O:9][CH2:10][CH3:11])=[O:8])[CH3:2]. The yield is 0.770. The reactants are [CH2:1]([O:3][C:4](=[O:26])[C@@H:5]([CH2:12][C:13]1[CH:18]=[CH:17][C:16]([NH2:19])=[C:15]([CH3:20])[C:14]=1[CH2:21][O:22][C:23](=[O:25])[CH3:24])[CH2:6][C:7]([O:9][CH2:10][CH3:11])=[O:8])[CH3:2].C([O-])(=O)C.[Na+].[Br:32]Br.S([O-])([O-])(=O)=S.[Na+].[Na+]. (2) The reactants are [C:1]([C:3]1[CH:8]=[CH:7][CH:6]=[CH:5][CH:4]=1)#[CH:2].I[C:10]1[C:18]2[C:13](=[N:14][CH:15]=[C:16]([C:19]3[CH:24]=[CH:23][C:22]([S:25]([CH:28]([CH3:30])[CH3:29])(=[O:27])=[O:26])=[CH:21][CH:20]=3)[N:17]=2)[N:12]([S:31]([C:34]2[CH:39]=[CH:38][C:37]([CH3:40])=[CH:36][CH:35]=2)(=[O:33])=[O:32])[CH:11]=1.C(N(CC)CC)C. The catalyst is CN(C=O)C.[Cu]I.C1C=CC([P]([Pd]([P](C2C=CC=CC=2)(C2C=CC=CC=2)C2C=CC=CC=2)([P](C2C=CC=CC=2)(C2C=CC=CC=2)C2C=CC=CC=2)[P](C2C=CC=CC=2)(C2C=CC=CC=2)C2C=CC=CC=2)(C2C=CC=CC=2)C2C=CC=CC=2)=CC=1. The product is [CH:28]([S:25]([C:22]1[CH:23]=[CH:24][C:19]([C:16]2[N:17]=[C:18]3[C:10]([C:2]#[C:1][C:3]4[CH:8]=[CH:7][CH:6]=[CH:5][CH:4]=4)=[CH:11][N:12]([S:31]([C:34]4[CH:39]=[CH:38][C:37]([CH3:40])=[CH:36][CH:35]=4)(=[O:33])=[O:32])[C:13]3=[N:14][CH:15]=2)=[CH:20][CH:21]=1)(=[O:27])=[O:26])([CH3:30])[CH3:29]. The yield is 0.670. (3) The reactants are Cl.[Cl:2][CH2:3][CH2:4][NH:5][CH2:6][CH2:7][Cl:8].[C:9](O[C:9]([O:11][C:12]([CH3:15])([CH3:14])[CH3:13])=[O:10])([O:11][C:12]([CH3:15])([CH3:14])[CH3:13])=[O:10]. The catalyst is C(Cl)Cl.O. The product is [C:12]([O:11][C:9](=[O:10])[N:5]([CH2:6][CH2:7][Cl:8])[CH2:4][CH2:3][Cl:2])([CH3:15])([CH3:14])[CH3:13]. The yield is 0.550.